The task is: Predict which catalyst facilitates the given reaction.. This data is from Catalyst prediction with 721,799 reactions and 888 catalyst types from USPTO. (1) Reactant: CC1(C)C2[C:23](=C(P(C3C=CC=CC=3)C3C=CC=CC=3)C=CC=2)[O:22][C:4]2[C:5](P(C3C=CC=CC=3)C3C=CC=CC=3)=[CH:6][CH:7]=[CH:8][C:3]1=2.[NH2:43][C:44]1[C:45](I)=[C:46]2[C:51](=[CH:52][CH:53]=1)[C:50]([N:54]([C:62]([O:64][C:65]([CH3:68])([CH3:67])[CH3:66])=[O:63])[C:55]([O:57][C:58]([CH3:61])([CH3:60])[CH3:59])=[O:56])=[N:49][CH:48]=[CH:47]2.C1([OH:76])C=CC=CC=1.C(N(CC)CC)C. The catalyst class is: 3. Product: [NH2:43][C:44]1[CH:53]=[CH:52][C:51]2[C:50]([N:54]([C:55]([O:57][C:58]([CH3:59])([CH3:61])[CH3:60])=[O:56])[C:62]([O:64][C:65]([CH3:67])([CH3:66])[CH3:68])=[O:63])=[N:49][CH:48]=[CH:47][C:46]=2[C:45]=1[C:23]([O:22][C:4]1[CH:5]=[CH:6][CH:7]=[CH:8][CH:3]=1)=[O:76]. (2) Reactant: C[O-].[Na+].Cl.[C:5]([NH2:8])(=[NH:7])[CH3:6].[Cl:9][CH:10]([C:15](=O)[CH3:16])[C:11](OC)=[O:12].Cl. Product: [Cl:9][C:10]1[C:11]([OH:12])=[N:7][C:5]([CH3:6])=[N:8][C:15]=1[CH3:16]. The catalyst class is: 275. (3) Product: [NH2:23][CH:6]([C:5]1[CH:8]=[CH:9][C:2]([Cl:1])=[CH:3][CH:4]=1)[CH2:11][C:10]([O:16][CH2:17][CH3:18])=[O:15]. The catalyst class is: 8. Reactant: [Cl:1][C:2]1[CH:9]=[CH:8][C:5]([CH:6]=O)=[CH:4][CH:3]=1.[C:10]([O:16][CH2:17][CH3:18])(=[O:15])[CH2:11]C([O-])=O.C([O-])(=O)C.[NH4+:23].Cl. (4) Reactant: [Br:1][C:2]1[C:7]([OH:8])=[CH:6][CH:5]=[CH:4][N:3]=1.Cl[C:10]([F:15])([F:14])C([O-])=O.[Na+].[OH-].[Na+]. Product: [Br:1][C:2]1[C:7]([O:8][CH:10]([F:15])[F:14])=[CH:6][CH:5]=[CH:4][N:3]=1. The catalyst class is: 3. (5) Reactant: C1(C)C(S(O[CH2:11][CH2:12][CH2:13][C@H:14]([C@@H:16]2[C@:33]3([CH3:34])[C:19]([C:20]4[CH2:21][CH2:22][C@@H:23]5[C@:28]([C:30]=4[CH2:31][CH2:32]3)([CH3:29])[CH2:27][CH2:26][CH:25]([OH:35])[C:24]5([CH3:37])[CH3:36])=[CH:18][CH2:17]2)[CH3:15])(=O)=O)=CC=CC=1.[H-].[Al+3].[Li+].[H-].[H-].[H-].O. Product: [CH3:36][C:24]1([CH3:37])[C@@H:25]([OH:35])[CH2:26][CH2:27][C@@:28]2([CH3:29])[CH:23]1[CH2:22][CH2:21][C:20]1[C:19]3[C@@:33]([CH2:32][CH2:31][C:30]=12)([CH3:34])[C@@H:16]([C@H:14]([CH3:15])[CH2:13][CH2:12][CH3:11])[CH2:17][CH:18]=3. The catalyst class is: 27. (6) Reactant: [CH2:1]([CH:5]([CH2:37][CH2:38][CH2:39][CH2:40][CH2:41][CH3:42])[CH2:6][O:7][C:8]1[C:17]2[CH:16]=[C:15]3[S:18][CH:19]=[CH:20][C:14]3=[C:13]([O:21][CH2:22][CH:23]([CH2:30][CH2:31][CH2:32][CH3:33])[CH2:24][CH2:25][CH2:26][CH2:27][CH2:28][CH3:29])[C:12]=2[CH:11]=[C:10]2[S:34][CH:35]=[CH:36][C:9]=12)[CH2:2][CH2:3][CH3:4].C([Li])CCC.[Sn:48](Cl)([CH3:51])([CH3:50])[CH3:49].O. Product: [CH2:1]([CH:5]([CH2:37][CH2:38][CH2:39][CH2:40][CH2:41][CH3:42])[CH2:6][O:7][C:8]1[C:9]2[CH:36]=[C:35]([Sn:48]([CH3:51])([CH3:50])[CH3:49])[S:34][C:10]=2[CH:11]=[C:12]2[C:17]=1[CH:16]=[C:15]1[C:14](=[C:13]2[O:21][CH2:22][CH:23]([CH2:30][CH2:31][CH2:32][CH3:33])[CH2:24][CH2:25][CH2:26][CH2:27][CH2:28][CH3:29])[CH:20]=[C:19]([Sn:48]([CH3:51])([CH3:50])[CH3:49])[S:18]1)[CH2:2][CH2:3][CH3:4]. The catalyst class is: 134.